Predict which catalyst facilitates the given reaction. From a dataset of Catalyst prediction with 721,799 reactions and 888 catalyst types from USPTO. (1) The catalyst class is: 10. Product: [NH:1]1[C:9]2[C:4](=[C:5]([C:10]3[N:11]=[C:12]([N:29]4[CH2:34][CH2:33][O:32][CH2:31][CH2:30]4)[C:13]4[S:18][C:17]([CH2:19][N:20]([CH3:28])[S:21]([CH2:24][CH2:25][CH2:26][N:35]5[CH2:40][CH2:39][O:38][CH2:37][CH2:36]5)(=[O:23])=[O:22])=[CH:16][C:14]=4[N:15]=3)[CH:6]=[CH:7][CH:8]=2)[CH:3]=[CH:2]1. Reactant: [NH:1]1[C:9]2[C:4](=[C:5]([C:10]3[N:11]=[C:12]([N:29]4[CH2:34][CH2:33][O:32][CH2:31][CH2:30]4)[C:13]4[S:18][C:17]([CH2:19][N:20]([CH3:28])[S:21]([CH2:24][CH2:25][CH2:26]Cl)(=[O:23])=[O:22])=[CH:16][C:14]=4[N:15]=3)[CH:6]=[CH:7][CH:8]=2)[CH:3]=[CH:2]1.[NH:35]1[CH2:40][CH2:39][O:38][CH2:37][CH2:36]1.C(=O)([O-])[O-].[K+].[K+].[I-].[K+]. (2) Reactant: Br[C:2]1[CH:3]=[CH:4][C:5]([C:13]([OH:15])=[O:14])=[N:6][C:7]=1[O:8][CH2:9][CH:10]1[CH2:12][CH2:11]1.[CH3:16][CH:17]1[CH2:21][CH2:20][CH2:19][NH:18]1.C1(P(C2C=CC=CC=2)C2C=CC3C(=CC=CC=3)C=2C2C3C(=CC=CC=3)C=CC=2P(C2C=CC=CC=2)C2C=CC=CC=2)C=CC=CC=1.C(=O)([O-])[O-].[Cs+].[Cs+]. Product: [CH:10]1([CH2:9][O:8][C:7]2[N:6]=[C:5]([C:13]([OH:15])=[O:14])[CH:4]=[CH:3][C:2]=2[N:18]2[CH2:19][CH2:20][CH2:21][CH:17]2[CH3:16])[CH2:12][CH2:11]1. The catalyst class is: 101. (3) Reactant: Cl[C:2]1[CH:7]=[C:6]([O:8][C:9]2[CH:14]=[CH:13][C:12]([NH:15][C:16](=[O:22])[O:17][C:18]([CH3:21])([CH3:20])[CH3:19])=[C:11]([F:23])[CH:10]=2)[CH:5]=[CH:4][N:3]=1.[CH:24]1([C:27]([NH2:29])=[O:28])[CH2:26][CH2:25]1.C1(P(C2C=CC=CC=2)C2C=CC3C(=CC=CC=3)C=2C2C3C(=CC=CC=3)C=CC=2P(C2C=CC=CC=2)C2C=CC=CC=2)C=CC=CC=1.C([O-])([O-])=O.[Cs+].[Cs+]. Product: [CH:24]1([C:27]([NH:29][C:2]2[CH:7]=[C:6]([O:8][C:9]3[CH:14]=[CH:13][C:12]([NH:15][C:16](=[O:22])[O:17][C:18]([CH3:21])([CH3:20])[CH3:19])=[C:11]([F:23])[CH:10]=3)[CH:5]=[CH:4][N:3]=2)=[O:28])[CH2:26][CH2:25]1. The catalyst class is: 62. (4) Reactant: [CH3:1][O:2][C:3]1[CH:12]=[C:11]2[C:6]([N:7]=[C:8]([CH3:30])[C:9](=[O:29])[N:10]2[CH2:13][CH2:14][N:15]2[CH2:20][CH2:19][CH:18]([NH:21]C(=O)OC(C)(C)C)[CH2:17][CH2:16]2)=[CH:5][CH:4]=1.FC(F)(F)C(O)=O.NC1CCN(CCN2C3C(=CC=C(F)C=3)N=CC2=O)CC1. Product: [NH2:21][CH:18]1[CH2:17][CH2:16][N:15]([CH2:14][CH2:13][N:10]2[C:11]3[C:6](=[CH:5][CH:4]=[C:3]([O:2][CH3:1])[CH:12]=3)[N:7]=[C:8]([CH3:30])[C:9]2=[O:29])[CH2:20][CH2:19]1. The catalyst class is: 4. (5) Reactant: Cl[C:2]1[C:11]2[C:6](=[CH:7][C:8]([Cl:12])=[CH:9][CH:10]=2)[N:5]=[CH:4][CH:3]=1.[NH2:13][C@H:14]1[CH2:19][CH2:18][C@@H:17]([NH2:20])[CH2:16][CH2:15]1. Product: [Cl:12][C:8]1[CH:7]=[C:6]2[C:11]([C:2]([NH:13][C@H:14]3[CH2:19][CH2:18][C@@H:17]([NH2:20])[CH2:16][CH2:15]3)=[CH:3][CH:4]=[N:5]2)=[CH:10][CH:9]=1. The catalyst class is: 74. (6) The catalyst class is: 11. Product: [C:11]([O:9][C:8]([C:3]1[C:2]([OH:1])=[CH:7][CH:6]=[CH:5][N:4]=1)=[O:10])([CH3:14])([CH3:13])[CH3:12]. Reactant: [OH:1][C:2]1[C:3]([C:8]([OH:10])=[O:9])=[N:4][CH:5]=[CH:6][CH:7]=1.[C:11](OC(O[C:11]([CH3:14])([CH3:13])[CH3:12])N(C)C)([CH3:14])([CH3:13])[CH3:12]. (7) Reactant: [O:1]=[C:2]1[CH2:6][CH2:5][N:4]([C:7]([O:9][C:10]([CH3:13])([CH3:12])[CH3:11])=[O:8])[NH:3]1.[C:14](=O)([O-])[O-].[K+].[K+].IC. Product: [CH3:14][N:3]1[C:2](=[O:1])[CH2:6][CH2:5][N:4]1[C:7]([O:9][C:10]([CH3:13])([CH3:12])[CH3:11])=[O:8]. The catalyst class is: 3. (8) Product: [OH:33][CH2:32][C:31]1[CH:34]=[CH:35][C:28]([NH:27][C:4](=[O:6])[CH2:3][C:2]([CH3:1])([C:8]2[C:13](=[O:14])[C:12]([CH3:15])=[C:11]([CH3:16])[C:10](=[O:17])[C:9]=2[CH3:18])[CH3:7])=[CH:29][CH:30]=1. Reactant: [CH3:1][C:2]([C:8]1[C:13](=[O:14])[C:12]([CH3:15])=[C:11]([CH3:16])[C:10](=[O:17])[C:9]=1[CH3:18])([CH3:7])[CH2:3][C:4]([OH:6])=O.ClC(OCC(C)C)=O.[NH2:27][C:28]1[CH:35]=[CH:34][C:31]([CH2:32][OH:33])=[CH:30][CH:29]=1. The catalyst class is: 1. (9) Reactant: BrCC1C=CC=CC=1[C:9]1[C:10]2[C:15]([N:16]=[C:17]3[C:22]=1[CH:21]=[CH:20][CH:19]=[CH:18]3)=[CH:14][CH:13]=[CH:12][CH:11]=2.[Br-].C([N+]1C=CC(C2C=C[NH+]=CC=2)=CC=1)CCC.[Br-]. Product: [CH:11]1[C:10]2[C:15](=[N:16][C:17]3[C:22]([CH:9]=2)=[CH:21][CH:20]=[CH:19][CH:18]=3)[CH:14]=[CH:13][CH:12]=1. The catalyst class is: 10. (10) Reactant: C(OC(=O)[NH:10][C@H:11]1[CH2:16][CH2:15][C@H:14]([CH2:17][NH:18][C:19]2[N:28]=[C:27]([N:29]([CH3:31])[CH3:30])[C:26]3[C:21](=[CH:22][CH:23]=[CH:24][CH:25]=3)[N:20]=2)[CH2:13][CH2:12]1)C1C=CC=CC=1. Product: [NH2:10][C@H:11]1[CH2:16][CH2:15][C@H:14]([CH2:17][NH:18][C:19]2[N:28]=[C:27]([N:29]([CH3:31])[CH3:30])[C:26]3[C:21](=[CH:22][CH:23]=[CH:24][CH:25]=3)[N:20]=2)[CH2:13][CH2:12]1. The catalyst class is: 19.